Regression. Given a peptide amino acid sequence and an MHC pseudo amino acid sequence, predict their binding affinity value. This is MHC class I binding data. From a dataset of Peptide-MHC class I binding affinity with 185,985 pairs from IEDB/IMGT. The peptide sequence is MLSSFGWIY. The MHC is HLA-B39:01 with pseudo-sequence HLA-B39:01. The binding affinity (normalized) is 0.0847.